From a dataset of Full USPTO retrosynthesis dataset with 1.9M reactions from patents (1976-2016). Predict the reactants needed to synthesize the given product. (1) Given the product [CH:30]([O:33][C:2]1[CH:3]=[C:4]([CH:25]=[CH:26][N:27]=1)[C:5]([NH:7][C:8]1[S:9][C:10]2[C:16]([CH:17]3[CH2:22][CH2:21][O:20][CH2:19][CH2:18]3)=[CH:15][CH:14]=[C:13]([O:23][CH3:24])[C:11]=2[N:12]=1)=[O:6])([CH3:32])[CH3:31], predict the reactants needed to synthesize it. The reactants are: Br[C:2]1[CH:3]=[C:4]([CH:25]=[CH:26][N:27]=1)[C:5]([NH:7][C:8]1[S:9][C:10]2[C:16]([CH:17]3[CH2:22][CH2:21][O:20][CH2:19][CH2:18]3)=[CH:15][CH:14]=[C:13]([O:23][CH3:24])[C:11]=2[N:12]=1)=[O:6].[H-].[Na+].[CH:30]([OH:33])([CH3:32])[CH3:31]. (2) Given the product [F:1][C:2]([F:22])([F:21])[C:3]1[CH:8]=[CH:7][CH:6]=[CH:5][C:4]=1[C:9]1[CH:14]=[CH:13][N:12]2[CH:15]=[N:16][C:17]([NH2:25])=[C:11]2[N:10]=1, predict the reactants needed to synthesize it. The reactants are: [F:1][C:2]([F:22])([F:21])[C:3]1[CH:8]=[CH:7][CH:6]=[CH:5][C:4]=1[C:9]1[CH:14]=[CH:13][N:12]2[CH:15]=[N:16][C:17](C(O)=O)=[C:11]2[N:10]=1.C([N:25](CC)CC)C.C1(P(N=[N+]=[N-])(C2C=CC=CC=2)=O)C=CC=CC=1.O. (3) The reactants are: [CH2:1]([N:4]([CH2:12][CH2:13][CH3:14])[C:5]1[CH:10]=[CH:9][N:8]=[C:7]([NH2:11])[CH:6]=1)[CH2:2][CH3:3].[C:15]1([CH3:26])[CH:20]=[C:19]([CH3:21])[CH:18]=[C:17]([CH3:22])[C:16]=1[N:23]=[C:24]=[S:25]. Given the product [CH2:12]([N:4]([CH2:1][CH2:2][CH3:3])[C:5]1[CH:10]=[CH:9][N:8]=[C:7]([NH:11][C:24]([NH:23][C:16]2[C:15]([CH3:26])=[CH:20][C:19]([CH3:21])=[CH:18][C:17]=2[CH3:22])=[S:25])[CH:6]=1)[CH2:13][CH3:14], predict the reactants needed to synthesize it. (4) Given the product [CH2:1]([N:27]1[CH2:26][CH2:25][CH:24]([C:21]2[CH:22]=[CH:23][C:18]([N+:15]([O-:17])=[O:16])=[CH:19][CH:20]=2)[CH2:29][CH2:28]1)[CH3:2], predict the reactants needed to synthesize it. The reactants are: [C:1](O[BH-](OC(=O)C)OC(=O)C)(=O)[CH3:2].[Na+].[N+:15]([C:18]1[CH:23]=[CH:22][C:21]([CH:24]2[CH2:29][CH2:28][NH:27][CH2:26][CH2:25]2)=[CH:20][CH:19]=1)([O-:17])=[O:16].C(=O)C.C([O-])(O)=O.[Na+]. (5) Given the product [F:25][C:22]([F:23])([F:24])[C:19]1[CH:18]=[CH:17][C:16]([O:15][C:12]2[CH:11]=[CH:10][C:9]([C:28]3[N:33]=[C:32]([NH:34][C:35](=[O:38])[CH:36]=[CH2:37])[CH:31]=[CH:30][CH:29]=3)=[CH:14][CH:13]=2)=[CH:21][CH:20]=1, predict the reactants needed to synthesize it. The reactants are: CC1(C)C(C)(C)OB([C:9]2[CH:14]=[CH:13][C:12]([O:15][C:16]3[CH:21]=[CH:20][C:19]([C:22]([F:25])([F:24])[F:23])=[CH:18][CH:17]=3)=[CH:11][CH:10]=2)O1.Br[C:28]1[N:33]=[C:32]([NH:34][C:35](=[O:38])[CH:36]=[CH2:37])[CH:31]=[CH:30][CH:29]=1.CCCC[N+](CCCC)(CCCC)CCCC.[F-]. (6) The reactants are: [N+:1]([C:4]1[CH:5]=[C:6]([C:11]([F:14])([F:13])[F:12])[C:7](=O)[NH:8][CH:9]=1)([O-:3])=[O:2].P(Br)(Br)([Br:17])=O.P(Br)(Br)Br.BrBr. Given the product [Br:17][C:7]1[C:6]([C:11]([F:14])([F:13])[F:12])=[CH:5][C:4]([N+:1]([O-:3])=[O:2])=[CH:9][N:8]=1, predict the reactants needed to synthesize it. (7) Given the product [C:9]([N:12]1[C:21]2[C:16](=[CH:17][C:18]([C:22]([NH:8][CH2:7][CH2:6][CH2:5][O:4][CH:1]([CH3:3])[CH3:2])=[O:23])=[CH:19][CH:20]=2)[C:15]([C:26]2[CH:31]=[CH:30][CH:29]=[CH:28][CH:27]=2)([CH3:25])[CH2:14][C:13]1([CH3:33])[CH3:32])(=[O:11])[CH3:10], predict the reactants needed to synthesize it. The reactants are: [CH:1]([O:4][CH2:5][CH2:6][CH2:7][NH2:8])([CH3:3])[CH3:2].[C:9]([N:12]1[C:21]2[C:16](=[CH:17][C:18]([C:22](O)=[O:23])=[CH:19][CH:20]=2)[C:15]([C:26]2[CH:31]=[CH:30][CH:29]=[CH:28][CH:27]=2)([CH3:25])[CH2:14][C:13]1([CH3:33])[CH3:32])(=[O:11])[CH3:10].CN(C(ON1N=NC2C=CC=NC1=2)=[N+](C)C)C.F[P-](F)(F)(F)(F)F.C(N(CC)C(C)C)(C)C. (8) Given the product [F:29][C:30]([F:41])([F:40])[C:31]1[CH:36]=[C:35]([C:2]2[CH:3]=[CH:4][C:5]([NH:8][C:9](=[O:28])[CH2:10][C:11]3[CH:16]=[CH:15][C:14]([O:17][C:18]4[CH:23]=[CH:22][C:21]([N+:24]([O-:26])=[O:25])=[C:20]([OH:27])[CH:19]=4)=[CH:13][CH:12]=3)=[N:6][CH:7]=2)[CH:34]=[CH:33][CH:32]=1, predict the reactants needed to synthesize it. The reactants are: Br[C:2]1[CH:3]=[CH:4][C:5]([NH:8][C:9](=[O:28])[CH2:10][C:11]2[CH:16]=[CH:15][C:14]([O:17][C:18]3[CH:23]=[CH:22][C:21]([N+:24]([O-:26])=[O:25])=[C:20]([OH:27])[CH:19]=3)=[CH:13][CH:12]=2)=[N:6][CH:7]=1.[F:29][C:30]([F:41])([F:40])[C:31]1[CH:32]=[C:33](B(O)O)[CH:34]=[CH:35][CH:36]=1. (9) Given the product [CH3:9][O:8][C:4]1[CH:3]=[C:2]([CH:7]=[CH:6][CH:5]=1)[CH2:1][NH:17][CH:11]1[CH2:16][CH2:15][CH2:14][CH2:13][CH2:12]1, predict the reactants needed to synthesize it. The reactants are: [CH:1](=O)[C:2]1[CH:7]=[CH:6][CH:5]=[C:4]([O:8][CH3:9])[CH:3]=1.[CH:11]1([NH2:17])[CH2:16][CH2:15][CH2:14][CH2:13][CH2:12]1.C([BH3-])#N.[Na+].Cl.